This data is from Full USPTO retrosynthesis dataset with 1.9M reactions from patents (1976-2016). The task is: Predict the reactants needed to synthesize the given product. (1) The reactants are: O1CCOCC1.Cl.[CH3:8][O:9][C:10]([C:12]1[N:13]([CH2:32][C:33]2[CH:38]=[CH:37][C:36]([C:39]([O:41]C(C)(C)C)=[O:40])=[CH:35][CH:34]=2)[C:14](=[O:31])[C:15]2[C:20]([C:21]=1[C:22]1[CH:27]=[CH:26][CH:25]=[CH:24][CH:23]=1)=[CH:19][C:18]([C:28](=[O:30])[NH2:29])=[CH:17][CH:16]=2)=[O:11]. Given the product [CH3:8][O:9][C:10]([C:12]1[N:13]([CH2:32][C:33]2[CH:34]=[CH:35][C:36]([C:39]([OH:41])=[O:40])=[CH:37][CH:38]=2)[C:14](=[O:31])[C:15]2[C:20]([C:21]=1[C:22]1[CH:23]=[CH:24][CH:25]=[CH:26][CH:27]=1)=[CH:19][C:18]([C:28](=[O:30])[NH2:29])=[CH:17][CH:16]=2)=[O:11], predict the reactants needed to synthesize it. (2) The reactants are: I[C:2]1[CH:3]=[N:4][N:5]([CH:8]2[CH2:13][CH2:12][N:11]([C:14]([O:16][C:17]([CH3:20])([CH3:19])[CH3:18])=[O:15])[CH2:10][CH2:9]2)[C:6]=1[CH3:7].C1COCC1.C([Mg]Cl)(C)C.CO[B:33]1[O:37][C:36]([CH3:39])([CH3:38])[C:35]([CH3:41])([CH3:40])[O:34]1. Given the product [CH3:7][C:6]1[N:5]([CH:8]2[CH2:13][CH2:12][N:11]([C:14]([O:16][C:17]([CH3:20])([CH3:19])[CH3:18])=[O:15])[CH2:10][CH2:9]2)[N:4]=[CH:3][C:2]=1[B:33]1[O:37][C:36]([CH3:39])([CH3:38])[C:35]([CH3:41])([CH3:40])[O:34]1, predict the reactants needed to synthesize it. (3) Given the product [CH2:18]([O:20][C:21](=[O:33])[C:22]1[CH:27]=[CH:26][CH:25]=[C:24]([O:28][CH2:29][CH2:30][CH2:31][N:10]2[C:11]3[CH:16]=[CH:15][CH:14]=[CH:13][C:12]=3[N:8]([CH2:1][C:2]3[CH:3]=[CH:4][CH:5]=[CH:6][CH:7]=3)[C:9]2=[NH:17])[CH:23]=1)[CH3:19], predict the reactants needed to synthesize it. The reactants are: [CH2:1]([N:8]1[C:12]2[CH:13]=[CH:14][CH:15]=[CH:16][C:11]=2[NH:10][C:9]1=[NH:17])[C:2]1[CH:7]=[CH:6][CH:5]=[CH:4][CH:3]=1.[CH2:18]([O:20][C:21](=[O:33])[C:22]1[CH:27]=[CH:26][CH:25]=[C:24]([O:28][CH2:29][CH2:30][CH2:31]Cl)[CH:23]=1)[CH3:19]. (4) Given the product [F:26][C:23]1[CH:22]=[CH:21][C:20]([C:14]2[C:15]([C:16](=[O:19])[NH:17][CH3:18])=[C:9]3[CH:8]=[C:7]([C:32]4[CH:33]=[C:34]([CH:38]=[CH:39][CH:40]=4)[C:35]([OH:37])=[O:36])[CH:12]=[CH:11][N:10]3[N:13]=2)=[CH:25][CH:24]=1, predict the reactants needed to synthesize it. The reactants are: FC(F)(F)S(O[C:7]1[CH:12]=[CH:11][N:10]2[N:13]=[C:14]([C:20]3[CH:25]=[CH:24][C:23]([F:26])=[CH:22][CH:21]=3)[C:15]([C:16](=[O:19])[NH:17][CH3:18])=[C:9]2[CH:8]=1)(=O)=O.B([C:32]1[CH:33]=[C:34]([CH:38]=[CH:39][CH:40]=1)[C:35]([OH:37])=[O:36])(O)O.C(=O)([O-])[O-].[Cs+].[Cs+].O1CCOCC1. (5) Given the product [C:1]([O:5][C:6]([N:8]1[CH2:9][CH2:10][C:11]([CH2:14][CH2:15][O:16][C:50](=[O:51])[CH3:49])([S:20][C:21]2[CH:22]=[C:23]([C:32]([CH3:35])([CH3:33])[CH3:34])[C:24]([OH:31])=[C:25]([C:27]([CH3:28])([CH3:29])[CH3:30])[CH:26]=2)[CH2:12][CH2:13]1)=[O:7])([CH3:4])([CH3:3])[CH3:2], predict the reactants needed to synthesize it. The reactants are: [C:1]([O:5][C:6]([N:8]1[CH2:13][CH2:12][C:11]([S:20][C:21]2[CH:26]=[C:25]([C:27]([CH3:30])([CH3:29])[CH3:28])[C:24]([OH:31])=[C:23]([C:32]([CH3:35])([CH3:34])[CH3:33])[CH:22]=2)([CH2:14][C:15](OCC)=[O:16])[CH2:10][CH2:9]1)=[O:7])([CH3:4])([CH3:3])[CH3:2].[H-].[H-].[H-].[H-].[Li+].[Al+3].C(N(CC)CC)C.[CH3:49][C:50](OC(C)=O)=[O:51]. (6) Given the product [F:18][C:6]1[N:1]=[CH:2][C:3]([C:7]2[CH:8]=[CH:9][C:10]3[N:11]([C:13]([CH:16]=[O:17])=[CH:14][N:15]=3)[CH:12]=2)=[CH:4][CH:5]=1, predict the reactants needed to synthesize it. The reactants are: [N:1]1[CH:6]=[CH:5][CH:4]=[C:3]([C:7]2[CH:8]=[CH:9][C:10]3[N:11]([C:13]([CH:16]=[O:17])=[CH:14][N:15]=3)[CH:12]=2)[CH:2]=1.[F:18]C1N=CC(B(O)O)=CC=1. (7) Given the product [F:17][C:14]1[C:15]2[C:16]3[C:11](=[CH:12][CH:13]=1)[NH:10][C:9](=[O:18])[C:8]=3[C:7]([C:19]1[NH:20][CH:21]=[CH:22][CH:23]=1)=[CH:6][C:5]=2[N:4]1[CH2:3][CH2:2][NH:1][C:24]1=[O:25], predict the reactants needed to synthesize it. The reactants are: [NH2:1][CH2:2][CH2:3][NH:4][C:5]1[CH:6]=[C:7]([C:19]2[NH:20][CH:21]=[CH:22][CH:23]=2)[C:8]2[C:9](=[O:18])[NH:10][C:11]3[C:16]=2[C:15]=1[C:14]([F:17])=[CH:13][CH:12]=3.[C:24](N1C=CN=C1)(N1C=CN=C1)=[O:25].